The task is: Regression. Given a peptide amino acid sequence and an MHC pseudo amino acid sequence, predict their binding affinity value. This is MHC class II binding data.. This data is from Peptide-MHC class II binding affinity with 134,281 pairs from IEDB. (1) The peptide sequence is LRKVKRVVASLMRGL. The MHC is HLA-DQA10501-DQB10302 with pseudo-sequence HLA-DQA10501-DQB10302. The binding affinity (normalized) is 0.393. (2) The MHC is HLA-DPA10201-DPB10501 with pseudo-sequence HLA-DPA10201-DPB10501. The peptide sequence is LAAAAAWDALAAELY. The binding affinity (normalized) is 0.238. (3) The peptide sequence is PPFGDSYIIVGRGDS. The MHC is DRB1_1501 with pseudo-sequence DRB1_1501. The binding affinity (normalized) is 0.0876. (4) The peptide sequence is NYPIVQNLQGQMVHQAISPR. The MHC is HLA-DQA10301-DQB10302 with pseudo-sequence HLA-DQA10301-DQB10302. The binding affinity (normalized) is 0.155.